The task is: Predict the reaction yield, written as a fraction of the theoretical maximum amount of product (1.0 means a 100% yield; for example, 0.34 means a 34% yield).. This data is from Reaction yield outcomes from USPTO patents with 853,638 reactions. The product is [ClH:1].[ClH:1].[C:2]1([C:8]2[N:9]=[C:10]3[N:19]4[C:14]([CH2:15][N:16]([CH2:20][CH2:21][CH2:22][CH2:23][CH2:24][NH:25][S:26]([C:29]([F:30])([F:31])[F:32])(=[O:28])=[O:27])[CH2:17][C:18]=24)=[CH:13][CH:12]=[CH:11]3)[CH:7]=[CH:6][CH:5]=[CH:4][CH:3]=1. The catalyst is C(O)C. The yield is 1.00. The reactants are [ClH:1].[C:2]1([C:8]2[N:9]=[C:10]3[N:19]4[C:14]([CH2:15][N:16]([CH2:20][CH2:21][CH2:22][CH2:23][CH2:24][NH:25][S:26]([C:29]([F:32])([F:31])[F:30])(=[O:28])=[O:27])[CH2:17][C:18]=24)=[CH:13][CH:12]=[CH:11]3)[CH:7]=[CH:6][CH:5]=[CH:4][CH:3]=1.